From a dataset of Catalyst prediction with 721,799 reactions and 888 catalyst types from USPTO. Predict which catalyst facilitates the given reaction. Reactant: [CH3:1][O:2][C:3]1[CH:12]=[C:11]2[C:6]([C:7]([NH:13][C:14]3[CH:19]=[CH:18][C:17]([O:20][C:21]4[CH:26]=[CH:25][CH:24]=[CH:23][CH:22]=4)=[CH:16][CH:15]=3)=[N:8][CH:9]=[N:10]2)=[CH:5][C:4]=1[NH2:27].[CH2:28]([O:30][P:31]([CH2:36][C:37](O)=[O:38])([O:33][CH2:34][CH3:35])=[O:32])[CH3:29].CCN=C=NCCCN(C)C.Cl.CCN(C(C)C)C(C)C. Product: [CH3:1][O:2][C:3]1[CH:12]=[C:11]2[C:6]([C:7]([NH:13][C:14]3[CH:15]=[CH:16][C:17]([O:20][C:21]4[CH:26]=[CH:25][CH:24]=[CH:23][CH:22]=4)=[CH:18][CH:19]=3)=[N:8][CH:9]=[N:10]2)=[CH:5][C:4]=1[NH:27][C:37](=[O:38])[CH2:36][P:31](=[O:32])([O:33][CH2:34][CH3:35])[O:30][CH2:28][CH3:29]. The catalyst class is: 499.